From a dataset of Merck oncology drug combination screen with 23,052 pairs across 39 cell lines. Regression. Given two drug SMILES strings and cell line genomic features, predict the synergy score measuring deviation from expected non-interaction effect. (1) Drug 2: COC12C(COC(N)=O)C3=C(C(=O)C(C)=C(N)C3=O)N1CC1NC12. Synergy scores: synergy=-3.10. Drug 1: CN1C(=O)C=CC2(C)C3CCC4(C)C(NC(=O)OCC(F)(F)F)CCC4C3CCC12. Cell line: MSTO. (2) Drug 1: CN(C)C(=N)N=C(N)N. Drug 2: O=C(CCCCCCC(=O)Nc1ccccc1)NO. Cell line: OVCAR3. Synergy scores: synergy=15.6.